Dataset: Full USPTO retrosynthesis dataset with 1.9M reactions from patents (1976-2016). Task: Predict the reactants needed to synthesize the given product. Given the product [NH2:8][C:5]1[N:6]=[CH:7][C:2]([C:11]#[N:12])=[C:3]([CH3:9])[CH:4]=1, predict the reactants needed to synthesize it. The reactants are: Br[C:2]1[C:3]([CH3:9])=[CH:4][C:5]([NH2:8])=[N:6][CH:7]=1.[Cu][C:11]#[N:12].